Dataset: NCI-60 drug combinations with 297,098 pairs across 59 cell lines. Task: Regression. Given two drug SMILES strings and cell line genomic features, predict the synergy score measuring deviation from expected non-interaction effect. (1) Drug 2: C1=NC2=C(N1)C(=S)N=CN2. Drug 1: CN(C)N=NC1=C(NC=N1)C(=O)N. Cell line: SF-268. Synergy scores: CSS=-4.10, Synergy_ZIP=-9.12, Synergy_Bliss=-18.7, Synergy_Loewe=-59.9, Synergy_HSA=-23.0. (2) Drug 1: COC1=CC(=CC(=C1O)OC)C2C3C(COC3=O)C(C4=CC5=C(C=C24)OCO5)OC6C(C(C7C(O6)COC(O7)C8=CC=CS8)O)O. Drug 2: COCCOC1=C(C=C2C(=C1)C(=NC=N2)NC3=CC=CC(=C3)C#C)OCCOC.Cl. Cell line: HOP-62. Synergy scores: CSS=37.5, Synergy_ZIP=3.72, Synergy_Bliss=8.65, Synergy_Loewe=-22.1, Synergy_HSA=7.91.